From a dataset of Reaction yield outcomes from USPTO patents with 853,638 reactions. Predict the reaction yield, written as a fraction of the theoretical maximum amount of product (1.0 means a 100% yield; for example, 0.34 means a 34% yield). (1) The reactants are [C:1]([O:5][C:6]([NH:8][NH:9][CH2:10][C:11]1[CH:16]=[CH:15][C:14]([C:17]2[CH:22]=[CH:21][CH:20]=[CH:19][N:18]=2)=[CH:13][CH:12]=1)=[O:7])([CH3:4])([CH3:3])[CH3:2].[O:23]1[C@@H:25]([C@@H:26]([NH:34][C:35]([O:37][C:38]([CH3:41])([CH3:40])[CH3:39])=[O:36])[CH2:27][C:28]2[CH:33]=[CH:32][CH:31]=[CH:30][CH:29]=2)[CH2:24]1. The catalyst is CC(O)C. The product is [C:1]([O:5][C:6]([NH:8][N:9]([CH2:24][CH:25]([OH:23])[CH:26]([NH:34][C:35]([O:37][C:38]([CH3:41])([CH3:40])[CH3:39])=[O:36])[CH2:27][C:28]1[CH:33]=[CH:32][CH:31]=[CH:30][CH:29]=1)[CH2:10][C:11]1[CH:16]=[CH:15][C:14]([C:17]2[CH:22]=[CH:21][CH:20]=[CH:19][N:18]=2)=[CH:13][CH:12]=1)=[O:7])([CH3:4])([CH3:2])[CH3:3]. The yield is 0.660. (2) The reactants are [CH3:1][N:2]1[C:6]([C:7]2[CH:8]=[C:9]([C:15]([OH:17])=O)[S:10][C:11]=2[CH2:12][CH2:13][CH3:14])=[C:5]([CH3:18])[CH:4]=[N:3]1.[NH2:19][C@@H:20]([CH2:33][C:34]1[CH:39]=[CH:38][CH:37]=[CH:36][C:35]=1[C:40]([F:43])([F:42])[F:41])[CH2:21][N:22]1[C:30](=[O:31])[C:29]2[C:24](=[CH:25][CH:26]=[CH:27][CH:28]=2)[C:23]1=[O:32].C(N(C(C)C)CC)(C)C.F[P-](F)(F)(F)(F)F.Br[P+](N1CCCC1)(N1CCCC1)N1CCCC1. The catalyst is C(Cl)Cl. The product is [CH3:1][N:2]1[C:6]([C:7]2[CH:8]=[C:9]([C:15]([NH:19][C@@H:20]([CH2:33][C:34]3[CH:39]=[CH:38][CH:37]=[CH:36][C:35]=3[C:40]([F:43])([F:41])[F:42])[CH2:21][N:22]3[C:30](=[O:31])[C:29]4[C:24](=[CH:25][CH:26]=[CH:27][CH:28]=4)[C:23]3=[O:32])=[O:17])[S:10][C:11]=2[CH2:12][CH2:13][CH3:14])=[C:5]([CH3:18])[CH:4]=[N:3]1. The yield is 0.600.